Dataset: Catalyst prediction with 721,799 reactions and 888 catalyst types from USPTO. Task: Predict which catalyst facilitates the given reaction. (1) Reactant: [C:1]12([CH2:11][OH:12])[CH2:10][CH:5]3[CH2:6][CH:7]([CH2:9][CH:3]([CH2:4]3)[CH2:2]1)[CH2:8]2.[CH3:13][S:14](Cl)(=[O:16])=[O:15].C(N(CC)CC)C. Product: [CH3:13][S:14]([O:12][CH2:11][C:1]12[CH2:8][CH:7]3[CH2:6][CH:5]([CH2:4][CH:3]([CH2:9]3)[CH2:2]1)[CH2:10]2)(=[O:16])=[O:15]. The catalyst class is: 2. (2) Reactant: BrBr.BrC1C(C[CH:11]2[CH:16]=[CH:15][C:14](CC3C(Br)=C(Br)C(Br)=C(Br)C=3Br)([CH:17]([C:19]3[CH:24]=[CH:23][CH:22]=[CH:21][CH:20]=3)[CH3:18])[C:13](CC3C(Br)=C(Br)C(Br)=C(Br)C=3Br)(CC3C(Br)=C(Br)C(Br)=C(Br)C=3Br)[C:12]2(CC2C(Br)=C(Br)C(Br)=C(Br)C=2Br)CC2C(Br)=C(Br)C(Br)=C(Br)C=2Br)=C(Br)C(Br)=C(Br)C=1Br. Product: [C:14]1([CH:17]([C:19]2[CH:20]=[CH:21][CH:22]=[CH:23][CH:24]=2)[CH3:18])[CH:15]=[CH:16][CH:11]=[CH:12][CH:13]=1. The catalyst class is: 68. (3) Reactant: [OH:1][C:2]1[CH:12]=[CH:11][CH:10]=[C:9]([CH3:13])[C:3]=1[C:4]([O:6][CH2:7][CH3:8])=[O:5].C(=O)([O-])[O-].[K+].[K+].F[C:21]1[C:28]([F:29])=[CH:27][C:26]([F:30])=[CH:25][C:22]=1[C:23]#[N:24]. Product: [C:23]([C:22]1[CH:21]=[C:28]([F:29])[CH:27]=[C:26]([F:30])[C:25]=1[O:1][C:2]1[CH:12]=[CH:11][CH:10]=[C:9]([CH3:13])[C:3]=1[C:4]([O:6][CH2:7][CH3:8])=[O:5])#[N:24]. The catalyst class is: 248.